From a dataset of Forward reaction prediction with 1.9M reactions from USPTO patents (1976-2016). Predict the product of the given reaction. Given the reactants [C:1]([O:5][C:6]([NH:8][CH:9]([CH:28]1[CH2:33][CH2:32][CH2:31][CH2:30][CH2:29]1)[C:10]([N:12]1[CH:19]2[CH:15]([N:16]([C:23]([CH:25]3[CH2:27][CH2:26]3)=[O:24])[CH2:17][CH:18]2[C:20]([OH:22])=O)[CH2:14][CH2:13]1)=[O:11])=[O:7])([CH3:4])([CH3:3])[CH3:2].[CH2:34](Cl)[CH2:35]Cl.[CH:38]1[CH:39]=[CH:40][C:41]2N(O)N=[N:44][C:42]=2[CH:43]=1.[CH3:48][CH2:49]N(C(C)C)C(C)C, predict the reaction product. The product is: [C:1]([O:5][C:6](=[O:7])[NH:8][CH:9]([CH:28]1[CH2:29][CH2:30][CH2:31][CH2:32][CH2:33]1)[C:10]([N:12]1[CH2:13][CH2:14][CH:15]2[N:16]([C:23]([CH:25]3[CH2:27][CH2:26]3)=[O:24])[CH2:17][CH:18]([C:20](=[O:22])[NH:44][CH:42]3[C:41]4[C:40](=[CH:48][CH:49]=[CH:34][CH:35]=4)[CH2:39][CH2:38][CH2:43]3)[CH:19]12)=[O:11])([CH3:2])([CH3:4])[CH3:3].